This data is from Reaction yield outcomes from USPTO patents with 853,638 reactions. The task is: Predict the reaction yield, written as a fraction of the theoretical maximum amount of product (1.0 means a 100% yield; for example, 0.34 means a 34% yield). (1) The reactants are C1(P(C2C=CC=CC=2)C2C=CC3C(=CC=CC=3)C=2C2C3C(=CC=CC=3)C=CC=2P(C2C=CC=CC=2)C2C=CC=CC=2)C=CC=CC=1.C([O-])([O-])=O.[Cs+].[Cs+].FC(F)(F)S(O[C:59]1[CH:68]=[C:67]2[C:62]([CH:63]=[CH:64][C:65](=[O:69])[O:66]2)=[CH:61][CH:60]=1)(=O)=O.[C:72]([N:79]1[CH2:84][CH2:83][NH:82][CH2:81][CH2:80]1)([O:74][C:75]([CH3:78])([CH3:77])[CH3:76])=[O:73]. The catalyst is C1(C)C=CC=CC=1.C([O-])(=O)C.[Pd+2].C([O-])(=O)C. The product is [O:69]=[C:65]1[CH:64]=[CH:63][C:62]2[C:67](=[CH:68][C:59]([N:82]3[CH2:81][CH2:80][N:79]([C:72]([O:74][C:75]([CH3:78])([CH3:77])[CH3:76])=[O:73])[CH2:84][CH2:83]3)=[CH:60][CH:61]=2)[O:66]1. The yield is 0.450. (2) The reactants are [C:1]12([CH2:11][CH2:12][N:13]([CH2:18][CH2:19][CH2:20][CH2:21][CH3:22])[C:14](=[O:17])[CH2:15]Br)[CH2:10][CH:5]3[CH2:6][CH:7]([CH2:9][CH:3]([CH2:4]3)[CH2:2]1)[CH2:8]2.C(=O)([O-])[O-].[K+].[K+].CI.[NH2:31][CH2:32][CH2:33][C:34]1[CH:39]=[CH:38][N:37]=[CH:36][CH:35]=1. The catalyst is CN(C)C=O.C(OCC)C.O. The product is [C:1]12([CH2:11][CH2:12][N:13]([CH2:18][CH2:19][CH2:20][CH2:21][CH3:22])[C:14](=[O:17])[CH2:15][NH:31][CH2:32][CH2:33][C:34]3[CH:39]=[CH:38][N:37]=[CH:36][CH:35]=3)[CH2:10][CH:5]3[CH2:6][CH:7]([CH2:9][CH:3]([CH2:4]3)[CH2:2]1)[CH2:8]2. The yield is 0.400.